From a dataset of NCI-60 drug combinations with 297,098 pairs across 59 cell lines. Regression. Given two drug SMILES strings and cell line genomic features, predict the synergy score measuring deviation from expected non-interaction effect. (1) Drug 1: CC1=C(C=C(C=C1)C(=O)NC2=CC(=CC(=C2)C(F)(F)F)N3C=C(N=C3)C)NC4=NC=CC(=N4)C5=CN=CC=C5. Drug 2: CS(=O)(=O)OCCCCOS(=O)(=O)C. Cell line: A549. Synergy scores: CSS=7.22, Synergy_ZIP=-3.46, Synergy_Bliss=2.08, Synergy_Loewe=0.446, Synergy_HSA=0.656. (2) Drug 1: CCC1(CC2CC(C3=C(CCN(C2)C1)C4=CC=CC=C4N3)(C5=C(C=C6C(=C5)C78CCN9C7C(C=CC9)(C(C(C8N6C=O)(C(=O)OC)O)OC(=O)C)CC)OC)C(=O)OC)O.OS(=O)(=O)O. Drug 2: C1CN1C2=NC(=NC(=N2)N3CC3)N4CC4. Cell line: M14. Synergy scores: CSS=17.8, Synergy_ZIP=0.284, Synergy_Bliss=1.81, Synergy_Loewe=0.139, Synergy_HSA=0.514. (3) Drug 1: C1=NC2=C(N=C(N=C2N1C3C(C(C(O3)CO)O)F)Cl)N. Drug 2: CC12CCC3C(C1CCC2O)C(CC4=C3C=CC(=C4)O)CCCCCCCCCS(=O)CCCC(C(F)(F)F)(F)F. Cell line: NCI-H460. Synergy scores: CSS=-0.580, Synergy_ZIP=0.462, Synergy_Bliss=0.182, Synergy_Loewe=-1.08, Synergy_HSA=-1.23. (4) Drug 2: C1=NNC2=C1C(=O)NC=N2. Cell line: LOX IMVI. Drug 1: CN1C2=C(C=C(C=C2)N(CCCl)CCCl)N=C1CCCC(=O)O.Cl. Synergy scores: CSS=1.77, Synergy_ZIP=-0.701, Synergy_Bliss=2.08, Synergy_Loewe=-0.473, Synergy_HSA=-0.00884. (5) Drug 1: CC12CCC(CC1=CCC3C2CCC4(C3CC=C4C5=CN=CC=C5)C)O. Drug 2: CN(CC1=CN=C2C(=N1)C(=NC(=N2)N)N)C3=CC=C(C=C3)C(=O)NC(CCC(=O)O)C(=O)O. Cell line: BT-549. Synergy scores: CSS=4.53, Synergy_ZIP=-1.41, Synergy_Bliss=0.302, Synergy_Loewe=-4.63, Synergy_HSA=-1.88. (6) Drug 1: C1CN1C2=NC(=NC(=N2)N3CC3)N4CC4. Drug 2: C(=O)(N)NO. Cell line: KM12. Synergy scores: CSS=18.6, Synergy_ZIP=-7.42, Synergy_Bliss=-0.313, Synergy_Loewe=-16.8, Synergy_HSA=-5.75. (7) Drug 1: C1CN1P(=S)(N2CC2)N3CC3. Drug 2: CC1C(C(CC(O1)OC2CC(CC3=C2C(=C4C(=C3O)C(=O)C5=C(C4=O)C(=CC=C5)OC)O)(C(=O)CO)O)N)O.Cl. Cell line: LOX IMVI. Synergy scores: CSS=52.2, Synergy_ZIP=-4.50, Synergy_Bliss=-3.78, Synergy_Loewe=-10.4, Synergy_HSA=0.306. (8) Drug 1: CCC1=C2CN3C(=CC4=C(C3=O)COC(=O)C4(CC)O)C2=NC5=C1C=C(C=C5)O. Drug 2: CN1C2=C(C=C(C=C2)N(CCCl)CCCl)N=C1CCCC(=O)O.Cl. Cell line: HCT116. Synergy scores: CSS=37.4, Synergy_ZIP=1.84, Synergy_Bliss=-0.899, Synergy_Loewe=-40.8, Synergy_HSA=-0.334. (9) Drug 1: C1CN1P(=S)(N2CC2)N3CC3. Drug 2: C1=CC=C(C=C1)NC(=O)CCCCCCC(=O)NO. Cell line: NCI-H522. Synergy scores: CSS=14.4, Synergy_ZIP=-6.21, Synergy_Bliss=-2.57, Synergy_Loewe=-5.79, Synergy_HSA=-0.902. (10) Drug 1: CS(=O)(=O)C1=CC(=C(C=C1)C(=O)NC2=CC(=C(C=C2)Cl)C3=CC=CC=N3)Cl. Drug 2: CN(C)C1=NC(=NC(=N1)N(C)C)N(C)C. Cell line: SNB-75. Synergy scores: CSS=-7.07, Synergy_ZIP=1.38, Synergy_Bliss=-2.44, Synergy_Loewe=-5.31, Synergy_HSA=-5.30.